From a dataset of Forward reaction prediction with 1.9M reactions from USPTO patents (1976-2016). Predict the product of the given reaction. (1) Given the reactants [NH2:1][C:2]1[CH:7]=[C:6]([Cl:8])[CH:5]=[CH:4][C:3]=1[S:9][CH2:10][C:11]1[CH:12]=[C:13]([CH:18]=[CH:19][CH:20]=1)[C:14]([O:16][CH3:17])=[O:15].[Cl:21][C:22]1[CH:27]=[CH:26][C:25]([S:28](Cl)(=[O:30])=[O:29])=[CH:24][C:23]=1[C:32]([F:35])([F:34])[F:33], predict the reaction product. The product is: [Cl:8][C:6]1[CH:5]=[CH:4][C:3]([S:9][CH2:10][C:11]2[CH:12]=[C:13]([CH:18]=[CH:19][CH:20]=2)[C:14]([O:16][CH3:17])=[O:15])=[C:2]([NH:1][S:28]([C:25]2[CH:26]=[CH:27][C:22]([Cl:21])=[C:23]([C:32]([F:35])([F:33])[F:34])[CH:24]=2)(=[O:30])=[O:29])[CH:7]=1. (2) Given the reactants FC(F)(F)S(O[C@@H:7]1[C@@H:11]2[O:12][Si:13]([CH:27]([CH3:29])[CH3:28])([CH:24]([CH3:26])[CH3:25])[O:14][Si:15]([CH:21]([CH3:23])[CH3:22])([CH:18]([CH3:20])[CH3:19])[O:16][CH2:17][C@H:10]2[O:9][C@H:8]1[N:30]1[C:34]2[N:35]=[CH:36][N:37]=[C:38]([NH2:39])[C:33]=2[C:32]([C:40](=[NH:42])[NH2:41])=[CH:31]1)(=O)=O.[N-:45]=[N+:46]=[N-:47].[Na+], predict the reaction product. The product is: [NH2:39][C:38]1[C:33]2[C:32]([C:40](=[NH:41])[NH2:42])=[CH:31][N:30]([C@@H:8]3[O:9][C@H:10]4[C@@H:11]([O:12][Si:13]([CH:24]([CH3:26])[CH3:25])([CH:27]([CH3:29])[CH3:28])[O:14][Si:15]([CH:21]([CH3:23])[CH3:22])([CH:18]([CH3:19])[CH3:20])[O:16][CH2:17]4)[C@@H:7]3[N:45]=[N+:46]=[N-:47])[C:34]=2[N:35]=[CH:36][N:37]=1.